Dataset: Full USPTO retrosynthesis dataset with 1.9M reactions from patents (1976-2016). Task: Predict the reactants needed to synthesize the given product. Given the product [C:1]([N:5]([C:7](=[O:16])[C:8]1[CH:9]=[C:10]([CH3:15])[CH:11]=[C:12]([CH3:14])[CH:13]=1)[NH:6][C:32](=[O:33])[C:31]1[CH:35]=[CH:36][C:37]([B:38]2[O:42][C:41]([CH3:43])([CH3:44])[C:40]([CH3:46])([CH3:45])[O:39]2)=[C:29]([N+:26]([O-:28])=[O:27])[CH:30]=1)([CH3:4])([CH3:3])[CH3:2], predict the reactants needed to synthesize it. The reactants are: [C:1]([N:5]([C:7](=[O:16])[C:8]1[CH:13]=[C:12]([CH3:14])[CH:11]=[C:10]([CH3:15])[CH:9]=1)[NH2:6])([CH3:4])([CH3:3])[CH3:2].C([O-])([O-])=O.[K+].[K+].C(Cl)Cl.[N+:26]([C:29]1[CH:30]=[C:31]([CH:35]=[CH:36][C:37]=1[B:38]1[O:42][C:41]([CH3:44])([CH3:43])[C:40]([CH3:46])([CH3:45])[O:39]1)[C:32](Cl)=[O:33])([O-:28])=[O:27].